From a dataset of Forward reaction prediction with 1.9M reactions from USPTO patents (1976-2016). Predict the product of the given reaction. Given the reactants [OH:1][CH:2]1[CH2:7][CH2:6][CH2:5][N:4]([CH3:8])[C:3]1=[O:9], predict the reaction product. The product is: [CH3:8][N:4]1[CH2:5][CH2:6][CH2:7][C:2](=[O:1])[C:3]1=[O:9].